This data is from Forward reaction prediction with 1.9M reactions from USPTO patents (1976-2016). The task is: Predict the product of the given reaction. (1) Given the reactants [Br:1][C:2]1[CH:7]=[CH:6][C:5]([C:8]2[NH:12][C:11]([CH:13]3[CH2:18][CH2:17][CH:16]([CH3:19])[CH2:15][NH:14]3)=[N:10][CH:9]=2)=[CH:4][CH:3]=1.[CH3:20][O:21][C:22]([NH:24][C@@H:25]([CH:29]([CH3:31])[CH3:30])[C:26](O)=[O:27])=[O:23].CN(C(ON1N=NC2C=CC=NC1=2)=[N+](C)C)C.F[P-](F)(F)(F)(F)F.CCN(C(C)C)C(C)C, predict the reaction product. The product is: [CH3:20][O:21][C:22](=[O:23])[NH:24][C@H:25]([C:26]([N:14]1[CH2:15][C@@H:16]([CH3:19])[CH2:17][CH2:18][C@H:13]1[C:11]1[NH:12][C:8]([C:5]2[CH:4]=[CH:3][C:2]([Br:1])=[CH:7][CH:6]=2)=[CH:9][N:10]=1)=[O:27])[CH:29]([CH3:31])[CH3:30]. (2) The product is: [S:21]([O:20][C@@H:14]1[C@@H:15]([CH2:17][S:18][CH3:19])[CH2:16][N:12]([CH2:11][C:8]2[C:4]3[N:5]=[CH:6][N:7]=[C:2]([NH2:1])[C:3]=3[NH:10][CH:9]=2)[CH2:13]1)([OH:24])(=[O:23])=[O:22]. Given the reactants [NH2:1][C:2]1[C:3]2[NH:10][CH:9]=[C:8]([CH2:11][N:12]3[CH2:16][C@H:15]([CH2:17][S:18][CH3:19])[C@@H:14]([OH:20])[CH2:13]3)[C:4]=2[N:5]=[CH:6][N:7]=1.[S:21](=O)(=[O:24])([OH:23])[OH:22].CC(O)C.C(O)C, predict the reaction product. (3) Given the reactants Br[C:2]1[CH:7]=[CH:6][C:5]([CH3:8])=[CH:4][N:3]=1.C(N(CC)CC)C.[CH3:16][OH:17].[Cl-].[Na+].CN(C)[CH:22]=[O:23], predict the reaction product. The product is: [CH3:8][C:5]1[CH:6]=[CH:7][C:2]([C:16]([O:23][CH3:22])=[O:17])=[N:3][CH:4]=1. (4) Given the reactants Cl.C(O[C@H](C)C([N:13]1[C:21]2[C:16](=[CH:17][CH:18]=[CH:19][CH:20]=2)[CH2:15][CH:14]1[CH:22]([CH3:24])[CH3:23])=O)C1C=CC=CC=1.ClC1N=C(Cl)C=C(OC)N=1, predict the reaction product. The product is: [CH:22]([CH:14]1[CH2:15][C:16]2[C:21](=[CH:20][CH:19]=[CH:18][CH:17]=2)[NH:13]1)([CH3:24])[CH3:23].